Task: Regression. Given a peptide amino acid sequence and an MHC pseudo amino acid sequence, predict their binding affinity value. This is MHC class I binding data.. Dataset: Peptide-MHC class I binding affinity with 185,985 pairs from IEDB/IMGT (1) The peptide sequence is AAGAAVKGV. The MHC is HLA-A02:03 with pseudo-sequence HLA-A02:03. The binding affinity (normalized) is 0.285. (2) The peptide sequence is NYVPCHIRQI. The MHC is Mamu-A01 with pseudo-sequence Mamu-A01. The binding affinity (normalized) is 0.310. (3) The peptide sequence is LMHYRGELL. The MHC is HLA-E01:03 with pseudo-sequence HLA-E01:03. The binding affinity (normalized) is 0.0847.